This data is from Experimentally validated miRNA-target interactions with 360,000+ pairs, plus equal number of negative samples. The task is: Binary Classification. Given a miRNA mature sequence and a target amino acid sequence, predict their likelihood of interaction. (1) The miRNA is hsa-miR-520c-5p with sequence CUCUAGAGGGAAGCACUUUCUG. The protein sequence of the target gene is MIPVTELRYFADTQPAYRILKPWWDVFTDYISIVMLMIAVFGGTLQVTQDKMICLPCKWVTKDSCNDSFRGWAAPGPEPTYPNSTILPTPDTGPTGIKYDLDRHQYNYVDAVCYENRLHWFAKYFPYLVLLHTLIFLACSNFWFKFPRTSSKLEHFVSILLKCFDSPWTTRALSETVVEESDPKPAFSKMNGSMDKKSSTVSEDVEATVPMLQRTKSRIEQGIVDRSETGVLDKKEGEQAKALFEKVKKFRTHVEEGDIVYRLYMRQTIIKVIKFILIICYTVYYVHNIKFDVDCTVDIE.... Result: 0 (no interaction). (2) The miRNA is hsa-miR-718 with sequence CUUCCGCCCCGCCGGGCGUCG. The protein sequence of the target gene is MEHLKAFDDEINAFLDNMFGPRDSRVRGWFMLDSYLPTFFLTVMYLLSIWLGNKYMKNRPALSLRGILTLYNLGITLLSAYMLAELILSTWEGGYNLQCQDLTSAGEADIRVAKVLWWYYFSKSVEFLDTIFFVLRKKTSQITFLHVYHHASMFNIWWCVLNWIPCGQSFFGPTLNSFIHILMYSYYGLSVFPSMHKYLWWKKYLTQAQLVQFVLTITHTMSAVVKPCGFPFGCLIFQSSYMLTLVILFLNFYVQTYRKKPMKKDMQEPPAGKEVKNGFSKAYFTAANGVMNKKAQ. Result: 0 (no interaction). (3) The miRNA is mmu-miR-146a-5p with sequence UGAGAACUGAAUUCCAUGGGUU. The protein sequence of the target gene is MRLLPLLRTVLWAAFLGSPLRGGSSLRHVVYWNSSNPRLLRGDAVVELGLNDYLDIVCPHYEGPGPPEGPETFALYMVDWPGYESCQAEGPRAYKRWVCSLPFGHVQFSEKIQRFTPFSLGFEFLPGETYYYISVPTPESSGQCLRLQVSVCCKERKSESAHPVGSPGESGTSGWRGGDTPSPLCLLLLLLLLILRLLRIL. Result: 0 (no interaction). (4) The miRNA is hsa-miR-208b-3p with sequence AUAAGACGAACAAAAGGUUUGU. The protein sequence of the target gene is MAASCPLPVTPDLPTLRAKLQGLLQFLRDALSISNAHTVDFYTESVWEELVDLPPETVLAALRKSASETEALPSETRPLVEAEWEAGMTDFPKIFCETSQKLVSVEAFALAAKYYSVQNLGICTPFEQLLVALRGNQNQRIGENQKAVEFMNMKKSHEVQAMSELISSIADYYGIKQVIDLGSGKGYLSSFLSLKYGLKVYGIDSSNTNTHGAEERNRKLKKHWKLCHAQSRLDVNGLALKMAKERKVQNKVKNKADTEEVFNNSPTNQEKMPTSAILPDFSGSVISNIRNQMETLHSQP.... Result: 0 (no interaction). (5) The miRNA is hsa-miR-195-5p with sequence UAGCAGCACAGAAAUAUUGGC. The protein sequence of the target gene is MKFQYKEDHPFEYRKKEGEKIRKKYPDRVPVIVEKAPKARVPDLDKRKYLVPSDLTVGQFYFLIRKRIHLRPEDALFFFVNNTIPPTSATMGQLYEDNHEEDYFLYVAYSDESVYGK. Result: 1 (interaction).